From a dataset of Forward reaction prediction with 1.9M reactions from USPTO patents (1976-2016). Predict the product of the given reaction. (1) Given the reactants [CH3:1][C:2]1[CH:3]=[CH:4][N:5]2[C:10]=1[C:9](=[O:11])[N:8]([C:12]1[CH:17]=[CH:16][CH:15]=[CH:14][CH:13]=1)[C:7]([C@@H:18]([NH:20][C:21]1[C:22]3[C:29]([C:30]4[CH:35]=[CH:34][N:33]=[C:32]([NH:36][S:37]([CH2:40][CH:41]5[CH2:46][CH2:45][O:44][CH2:43][CH2:42]5)(=[O:39])=[O:38])[CH:31]=4)=[CH:28][N:27](COCC[Si](C)(C)C)[C:23]=3[N:24]=[CH:25][N:26]=1)[CH3:19])=[N:6]2.FC(F)(F)C(O)=O.N, predict the reaction product. The product is: [CH3:1][C:2]1[CH:3]=[CH:4][N:5]2[C:10]=1[C:9](=[O:11])[N:8]([C:12]1[CH:13]=[CH:14][CH:15]=[CH:16][CH:17]=1)[C:7]([C@@H:18]([NH:20][C:21]1[C:22]3[C:29]([C:30]4[CH:35]=[CH:34][N:33]=[C:32]([NH:36][S:37]([CH2:40][CH:41]5[CH2:42][CH2:43][O:44][CH2:45][CH2:46]5)(=[O:38])=[O:39])[CH:31]=4)=[CH:28][NH:27][C:23]=3[N:24]=[CH:25][N:26]=1)[CH3:19])=[N:6]2. (2) The product is: [CH3:1][O:2][C:3](=[O:41])[C:4]1[CH:9]=[CH:8][C:7]([CH2:10][N:11]2[CH:15]=[C:14]([C:16]3[CH:21]=[CH:20][C:19]([Cl:22])=[CH:18][C:17]=3[Cl:23])[N:13]=[C:12]2/[CH:24]=[CH:25]/[C:26]2[CH:31]=[CH:30][C:29]([C:32]3[CH:37]=[CH:36][C:35]([NH:38][C:46]([NH:45][CH:42]([CH3:44])[CH3:43])=[O:47])=[C:34]([O:39][CH3:40])[CH:33]=3)=[CH:28][CH:27]=2)=[CH:6][CH:5]=1. Given the reactants [CH3:1][O:2][C:3](=[O:41])[C:4]1[CH:9]=[CH:8][C:7]([CH2:10][N:11]2[CH:15]=[C:14]([C:16]3[CH:21]=[CH:20][C:19]([Cl:22])=[CH:18][C:17]=3[Cl:23])[N:13]=[C:12]2/[CH:24]=[CH:25]/[C:26]2[CH:31]=[CH:30][C:29]([C:32]3[CH:37]=[CH:36][C:35]([NH2:38])=[C:34]([O:39][CH3:40])[CH:33]=3)=[CH:28][CH:27]=2)=[CH:6][CH:5]=1.[CH:42]([N:45]=[C:46]=[O:47])([CH3:44])[CH3:43], predict the reaction product. (3) Given the reactants C(OP([CH2:9][C:10]#[N:11])(=O)OCC)C.[H-].[Na+].[C:14]([O:18][C:19]([N:21]1[CH2:24][C:23](=O)[CH2:22]1)=[O:20])([CH3:17])([CH3:16])[CH3:15], predict the reaction product. The product is: [C:14]([O:18][C:19]([N:21]1[CH2:24][C:23](=[CH:9][C:10]#[N:11])[CH2:22]1)=[O:20])([CH3:17])([CH3:15])[CH3:16]. (4) Given the reactants [O:1]1[CH2:12][C@@H:2]1[CH2:3][O:4][CH2:5][C:6]1[CH:11]=[CH:10][CH:9]=[CH:8][CH:7]=1.[CH2:13]([NH2:16])[CH:14]=[CH2:15], predict the reaction product. The product is: [CH2:13]([NH:16][CH2:12][C@@H:2]([OH:1])[CH2:3][O:4][CH2:5][C:6]1[CH:11]=[CH:10][CH:9]=[CH:8][CH:7]=1)[CH:14]=[CH2:15]. (5) Given the reactants [CH2:1]([N:3]1[CH2:8][CH2:7][NH:6][CH2:5][CH2:4]1)[CH3:2].[F:9][C:10]1[CH:11]=[C:12]([N+:17]([O-:19])=[O:18])[CH:13]=[CH:14][C:15]=1F.C(=O)([O-])[O-].[K+].[K+], predict the reaction product. The product is: [CH2:1]([N:3]1[CH2:8][CH2:7][N:6]([C:15]2[CH:14]=[CH:13][C:12]([N+:17]([O-:19])=[O:18])=[CH:11][C:10]=2[F:9])[CH2:5][CH2:4]1)[CH3:2]. (6) Given the reactants [ClH:1].[NH2:2][C:3]1[N:8]=[C:7]([NH:9][C:10]2[CH:18]=[CH:17][C:13]([C:14]([OH:16])=O)=[CH:12][CH:11]=2)[CH:6]=[C:5]([CH3:19])[N:4]=1.CCN=C=NCCCN(C)C.[NH2:31][C:32]1[CH:37]=[CH:36][C:35]([NH:38][C:39]2[C:48]3[C:43](=[CH:44][CH:45]=[C:46]([N:49]([CH3:51])[CH3:50])[CH:47]=3)[N:42]=[CH:41][CH:40]=2)=[CH:34][CH:33]=1.CO.CCOC(C)=O, predict the reaction product. The product is: [ClH:1].[ClH:1].[NH2:2][C:3]1[N:8]=[C:7]([NH:9][C:10]2[CH:11]=[CH:12][C:13]([C:14]([NH:31][C:32]3[CH:33]=[CH:34][C:35]([NH:38][C:39]4[C:48]5[C:43](=[CH:44][CH:45]=[C:46]([N:49]([CH3:51])[CH3:50])[CH:47]=5)[N:42]=[CH:41][CH:40]=4)=[CH:36][CH:37]=3)=[O:16])=[CH:17][CH:18]=2)[CH:6]=[C:5]([CH3:19])[N:4]=1. (7) The product is: [CH3:35][N:33]([CH3:34])[CH:30]1[CH2:29][CH2:28][N:27]([C:25]2[N:61]=[C:12]3[NH:11][C:10]([C:38]([C:39]4[CH:44]=[CH:43][C:42]([C:45]#[N:46])=[C:41]([C:47]5[C:56]6[C:51](=[CH:67][CH:68]=[CH:69][CH:55]=6)[CH:50]=[N:49][CH:48]=5)[CH:40]=4)=[O:37])=[N:14][C:13]3=[CH:23][CH:24]=2)[CH2:32][CH2:31]1. Given the reactants BrC1C=C(C([C:10]2[N:14](COCC[Si](C)(C)C)[C:13]3[CH:23]=[CH:24][C:25]([N:27]4[CH2:32][CH2:31][CH:30]([N:33]([CH3:35])[CH3:34])[CH2:29][CH2:28]4)=C[C:12]=3[N:11]=2)=O)C=CN=1.C[O:37][C:38](=O)[C:39]1[CH:44]=[CH:43][C:42]([C:45]#[N:46])=[C:41]([C:47]2[C:56]3[C:51](=CC=C[CH:55]=3)[CH:50]=[N:49][CH:48]=2)[CH:40]=1.C([N-:61]C(C)C)(C)C.[Li+].O1C[CH2:69][CH2:68][CH2:67]1, predict the reaction product. (8) The product is: [Br:27][C:28]1[CH:36]=[CH:35][C:31]([C:32]([NH:22][S:19]([C:14]2[CH:15]=[CH:16][CH:17]=[CH:18][C:13]=2[S:23](=[O:25])(=[O:24])[NH2:26])(=[O:21])=[O:20])=[O:33])=[CH:30][C:29]=1[CH2:37][OH:38]. Given the reactants Cl.CN(C)CCCN=C=NCC.[C:13]1([S:23]([NH2:26])(=[O:25])=[O:24])[C:14]([S:19]([NH2:22])(=[O:21])=[O:20])=[CH:15][CH:16]=[CH:17][CH:18]=1.[Br:27][C:28]1[CH:36]=[CH:35][C:31]([C:32](O)=[O:33])=[CH:30][C:29]=1[CH2:37][OH:38].O, predict the reaction product.